Dataset: Forward reaction prediction with 1.9M reactions from USPTO patents (1976-2016). Task: Predict the product of the given reaction. (1) Given the reactants F[C:2]1[CH:7]=[C:6]([C:8]2[CH:9]=[N:10][CH:11]=[CH:12][C:13]=2[O:14][C:15]2[CH:20]=[CH:19][C:18]([NH:21][C:22]3[C:31]4[C:26](=[CH:27][CH:28]=[CH:29][CH:30]=4)[C:25]([C:32]4[CH:37]=[CH:36][CH:35]=[CH:34][CH:33]=4)=[N:24][N:23]=3)=[CH:17][CH:16]=2)[CH:5]=[CH:4][N:3]=1.C(=O)([O-])[O-].[K+].[K+].[CH3:44][NH2:45], predict the reaction product. The product is: [CH3:44][NH:45][C:2]1[CH:7]=[C:6]([C:8]2[CH:9]=[N:10][CH:11]=[CH:12][C:13]=2[O:14][C:15]2[CH:20]=[CH:19][C:18]([NH:21][C:22]3[C:31]4[C:26](=[CH:27][CH:28]=[CH:29][CH:30]=4)[C:25]([C:32]4[CH:37]=[CH:36][CH:35]=[CH:34][CH:33]=4)=[N:24][N:23]=3)=[CH:17][CH:16]=2)[CH:5]=[CH:4][N:3]=1. (2) The product is: [CH:13]1([CH2:12][O:11][C:3]2[C:2]([C:20]3[CH:21]=[CH:22][C:17]([F:16])=[CH:18][CH:19]=3)=[CH:10][C:6]([C:7]([OH:9])=[O:8])=[CH:5][N:4]=2)[CH2:15][CH2:14]1. Given the reactants Br[C:2]1[C:3]([O:11][CH2:12][CH:13]2[CH2:15][CH2:14]2)=[N:4][CH:5]=[C:6]([CH:10]=1)[C:7]([OH:9])=[O:8].[F:16][C:17]1[CH:22]=[CH:21][C:20](B(O)O)=[CH:19][CH:18]=1.C(=O)([O-])[O-].[Na+].[Na+].CCCCCCC, predict the reaction product. (3) Given the reactants Cl[C:2]1[N:3]=[C:4]([N:24]2[CH2:29][CH2:28][O:27][CH2:26][CH2:25]2)[C:5]2[S:10][C:9]([CH2:11][N:12]3[CH2:17][CH2:16][CH:15]([N:18]([CH3:23])[S:19]([CH3:22])(=[O:21])=[O:20])[CH2:14][CH2:13]3)=[CH:8][C:6]=2[N:7]=1.CC1(C)C(C)(C)OB([C:38]2[CH:39]=[CH:40][C:41]([NH2:44])=[N:42][CH:43]=2)O1.C([O-])([O-])=O.[Na+].[Na+].Cl, predict the reaction product. The product is: [CH3:23][N:18]([CH:15]1[CH2:16][CH2:17][N:12]([CH2:11][C:9]2[S:10][C:5]3[C:4]([N:24]4[CH2:29][CH2:28][O:27][CH2:26][CH2:25]4)=[N:3][C:2]([C:38]4[CH:39]=[CH:40][C:41]([NH2:44])=[N:42][CH:43]=4)=[N:7][C:6]=3[CH:8]=2)[CH2:13][CH2:14]1)[S:19]([CH3:22])(=[O:21])=[O:20]. (4) The product is: [NH2:1][C:2](=[S:36])[CH2:3][C@H:4]1[C@H:10]([C:11]2[CH:16]=[CH:15][C:14]([Cl:17])=[C:13]([Cl:18])[CH:12]=2)[O:9][CH2:8][CH2:7][N:6]([C:19]([O:21][C:22]([CH3:25])([CH3:24])[CH3:23])=[O:20])[CH2:5]1. Given the reactants [NH2:1][C:2](=O)[CH2:3][C@H:4]1[C@H:10]([C:11]2[CH:16]=[CH:15][C:14]([Cl:17])=[C:13]([Cl:18])[CH:12]=2)[O:9][CH2:8][CH2:7][N:6]([C:19]([O:21][C:22]([CH3:25])([CH3:24])[CH3:23])=[O:20])[CH2:5]1.COC1C=CC(P2(SP(C3C=CC(OC)=CC=3)(=S)S2)=[S:36])=CC=1.C(=O)([O-])O.[Na+], predict the reaction product. (5) Given the reactants [OH:1][CH2:2][C:3]1[C:4]2[N:5]([N:11]=[C:12]([CH:17]([CH3:19])[CH3:18])[C:13]=2C(O)=O)[C:6]([O:9][CH3:10])=[CH:7][CH:8]=1, predict the reaction product. The product is: [OH:1][CH2:2][C:3]1[C:4]2[N:5]([N:11]=[C:12]([CH:17]([CH3:19])[CH3:18])[CH:13]=2)[C:6]([O:9][CH3:10])=[CH:7][CH:8]=1. (6) Given the reactants [CH2:1]([N:8]1[CH:12]=[C:11]([C:13]2[CH:18]=[C:17]([F:19])[CH:16]=[CH:15][C:14]=2[F:20])[N:10]=[C:9]1[C@@H:21]([CH:44]1[CH2:49][CH2:48][O:47][CH2:46][CH2:45]1)[N:22]([CH2:30][C@H:31]1[C@@H:35]([F:36])[CH2:34][N:33]([C:37]([O:39][C:40]([CH3:43])([CH3:42])[CH3:41])=[O:38])[CH2:32]1)[C:23]([NH:25][C@@H:26]([CH3:29])[CH2:27][OH:28])=[O:24])[C:2]1[CH:7]=[CH:6][CH:5]=[CH:4][CH:3]=1.N1C=CC=CC=1.[CH3:56][C:57]1[CH:62]=[CH:61][C:60]([S:63](Cl)(=[O:65])=[O:64])=[CH:59][CH:58]=1, predict the reaction product. The product is: [CH2:1]([N:8]1[CH:12]=[C:11]([C:13]2[CH:18]=[C:17]([F:19])[CH:16]=[CH:15][C:14]=2[F:20])[N:10]=[C:9]1[C@@H:21]([CH:44]1[CH2:49][CH2:48][O:47][CH2:46][CH2:45]1)[N:22]([CH2:30][C@H:31]1[C@@H:35]([F:36])[CH2:34][N:33]([C:37]([O:39][C:40]([CH3:41])([CH3:43])[CH3:42])=[O:38])[CH2:32]1)[C:23]([NH:25][C@@H:26]([CH3:29])[CH2:27][O:28][S:63]([C:60]1[CH:61]=[CH:62][C:57]([CH3:56])=[CH:58][CH:59]=1)(=[O:65])=[O:64])=[O:24])[C:2]1[CH:7]=[CH:6][CH:5]=[CH:4][CH:3]=1. (7) Given the reactants [CH2:1]([O:8][C:9]1[C:10]([NH:16][C:17]2[S:18][C:19]3[C:24]([N:25]=2)=[CH:23][C:22]([C:26]([O:28]C)=[O:27])=[CH:21][N:20]=3)=[N:11][CH:12]=[C:13]([Br:15])[CH:14]=1)[C:2]1[CH:7]=[CH:6][CH:5]=[CH:4][CH:3]=1.[OH-].[Na+], predict the reaction product. The product is: [CH2:1]([O:8][C:9]1[C:10]([NH:16][C:17]2[S:18][C:19]3[C:24]([N:25]=2)=[CH:23][C:22]([C:26]([OH:28])=[O:27])=[CH:21][N:20]=3)=[N:11][CH:12]=[C:13]([Br:15])[CH:14]=1)[C:2]1[CH:7]=[CH:6][CH:5]=[CH:4][CH:3]=1.